Dataset: Reaction yield outcomes from USPTO patents with 853,638 reactions. Task: Predict the reaction yield, written as a fraction of the theoretical maximum amount of product (1.0 means a 100% yield; for example, 0.34 means a 34% yield). (1) The reactants are [Cl:1][C:2]1[CH:7]=[CH:6][C:5]([O:8][C:9]2[CH:14]=[CH:13][C:12]([CH:15]=[CH2:16])=[CH:11][CH:10]=2)=[CH:4][C:3]=1[C:17]([F:20])([F:19])[F:18].B1C2CCCC1CCC2.[OH-].[Na+].OO.[O-:34]S([O-])=O.[Na+].[Na+]. The catalyst is C1COCC1. The product is [Cl:1][C:2]1[CH:7]=[CH:6][C:5]([O:8][C:9]2[CH:10]=[CH:11][C:12]([CH2:15][CH2:16][OH:34])=[CH:13][CH:14]=2)=[CH:4][C:3]=1[C:17]([F:18])([F:19])[F:20]. The yield is 0.692. (2) The reactants are [Cl:1][C:2]1[CH:3]=[C:4]2[C:9](=[CH:10][CH:11]=1)[O:8][C:7](=[O:12])[CH:6]=[C:5]2[NH:13][CH:14]1[CH2:19][CH2:18][NH:17][CH2:16][CH2:15]1.[Br:20][C:21](=[CH:24][C:25]1[CH:30]=[CH:29][CH:28]=[CH:27][CH:26]=1)[CH:22]=O. No catalyst specified. The product is [Br:20][C:21](=[CH:24][C:25]1[CH:30]=[CH:29][CH:28]=[CH:27][CH:26]=1)[CH2:22][N:17]1[CH2:18][CH2:19][CH:14]([NH:13][C:5]2[C:4]3[C:9](=[CH:10][CH:11]=[C:2]([Cl:1])[CH:3]=3)[O:8][C:7](=[O:12])[CH:6]=2)[CH2:15][CH2:16]1. The yield is 0.251. (3) The reactants are C[O:2][C:3](=[O:36])[C:4]1[CH:9]=[C:8]([O:10][CH2:11][CH2:12][C:13]2[N:14]=[C:15]([NH:18][C:19]([NH:21][C:22]3[CH:27]=[CH:26][C:25]([CH3:28])=[CH:24][C:23]=3[C:29]([CH:31]3[CH2:35][CH2:34][CH2:33][CH2:32]3)=[O:30])=[O:20])[S:16][CH:17]=2)[CH:7]=[N:6][CH:5]=1. The catalyst is [Li+].[OH-]. The product is [CH:31]1([C:29]([C:23]2[CH:24]=[C:25]([CH3:28])[CH:26]=[CH:27][C:22]=2[NH:21][C:19](=[O:20])[NH:18][C:15]2[S:16][CH:17]=[C:13]([CH2:12][CH2:11][O:10][C:8]3[CH:7]=[N:6][CH:5]=[C:4]([CH:9]=3)[C:3]([OH:36])=[O:2])[N:14]=2)=[O:30])[CH2:35][CH2:34][CH2:33][CH2:32]1. The yield is 0.950. (4) The reactants are [H-].[Na+].[F:3][C:4]([F:18])([F:17])[C:5]1[CH:10]=[CH:9][CH:8]=[CH:7][C:6]=1[CH:11]([OH:16])[C:12]([F:15])([F:14])[F:13].[NH2:19][C:20]1[N:25]=[C:24](Cl)[CH:23]=[C:22]([Cl:27])[N:21]=1.O. The catalyst is C1COCC1.C(OCC)(=O)C. The product is [Cl:27][C:22]1[CH:23]=[C:24]([O:16][CH:11]([C:6]2[CH:7]=[CH:8][CH:9]=[CH:10][C:5]=2[C:4]([F:17])([F:18])[F:3])[C:12]([F:13])([F:14])[F:15])[N:25]=[C:20]([NH2:19])[N:21]=1. The yield is 0.710.